From a dataset of Forward reaction prediction with 1.9M reactions from USPTO patents (1976-2016). Predict the product of the given reaction. (1) Given the reactants [OH:1][C:2]1[CH:7]=[C:6]([CH3:8])[C:5]([C:9]2[CH:14]=[CH:13][CH:12]=[C:11]([CH2:15][O:16][C:17]3[CH:22]=[CH:21][C:20]([CH2:23][CH2:24][C:25]([O:27][CH3:28])=[O:26])=[CH:19][CH:18]=3)[CH:10]=2)=[C:4]([CH3:29])[CH:3]=1.[CH2:30]([O:32][CH2:33][CH2:34]O)[CH3:31].C1(P(C2C=CC=CC=2)C2C=CC=CC=2)C=CC=CC=1.N(C(OCC)=O)=NC(OCC)=O, predict the reaction product. The product is: [CH2:30]([O:32][CH2:33][CH2:34][O:1][C:2]1[CH:3]=[C:4]([CH3:29])[C:5]([C:9]2[CH:14]=[CH:13][CH:12]=[C:11]([CH2:15][O:16][C:17]3[CH:18]=[CH:19][C:20]([CH2:23][CH2:24][C:25]([O:27][CH3:28])=[O:26])=[CH:21][CH:22]=3)[CH:10]=2)=[C:6]([CH3:8])[CH:7]=1)[CH3:31]. (2) Given the reactants [NH2:1][C:2]1[CH:7]=[C:6](Br)[N:5]=[C:4]([C:9]([O:11][CH3:12])=[O:10])[C:3]=1[O:13][CH3:14].C([Sn](CCCC)(CCCC)[C:20]([O:22][CH2:23][CH3:24])=[CH2:21])CCC.[Sn], predict the reaction product. The product is: [NH2:1][C:2]1[CH:7]=[C:6]([C:20]([O:22][CH2:23][CH3:24])=[CH2:21])[N:5]=[C:4]([C:9]([O:11][CH3:12])=[O:10])[C:3]=1[O:13][CH3:14]. (3) Given the reactants [CH2:1]([O:8][CH2:9][CH2:10][CH2:11][C:12]([NH:14][CH2:15][C:16]#[CH:17])=[O:13])[C:2]1[CH:7]=[CH:6][CH:5]=[CH:4][CH:3]=1, predict the reaction product. The product is: [CH2:1]([O:8][CH2:9][CH2:10][CH2:11][C:12]1[O:13][C:16]([CH3:17])=[CH:15][N:14]=1)[C:2]1[CH:7]=[CH:6][CH:5]=[CH:4][CH:3]=1. (4) Given the reactants Br[C:2]1[S:6][C:5]([C:7]2[CH:8]=[CH:9][C:10]([O:15][CH:16]([CH3:18])[CH3:17])=[C:11]([CH:14]=2)[C:12]#[N:13])=[N:4][CH:3]=1.[CH2:19]([C:21]1[C:28](B2OC(C)(C)C(C)(C)O2)=[CH:27][CH:26]=[CH:25][C:22]=1[CH:23]=[O:24])[CH3:20].P([O-])([O-])([O-])=O.[K+].[K+].[K+], predict the reaction product. The product is: [CH2:19]([C:21]1[C:22]([CH:23]=[O:24])=[CH:25][CH:26]=[CH:27][C:28]=1[C:2]1[S:6][C:5]([C:7]2[CH:8]=[CH:9][C:10]([O:15][CH:16]([CH3:18])[CH3:17])=[C:11]([CH:14]=2)[C:12]#[N:13])=[N:4][CH:3]=1)[CH3:20]. (5) Given the reactants C([O:8][C:9]1[CH:10]=[C:11]([C:15]2[CH:20]=[CH:19][CH:18]=[C:17]([O:21]CC3C=CC=CC=3)[CH:16]=2)[CH:12]=[CH:13][CH:14]=1)C1C=CC=CC=1, predict the reaction product. The product is: [C:15]1([C:11]2[CH:12]=[CH:13][CH:14]=[C:9]([OH:8])[CH:10]=2)[CH:20]=[CH:19][CH:18]=[C:17]([OH:21])[CH:16]=1.